Dataset: Full USPTO retrosynthesis dataset with 1.9M reactions from patents (1976-2016). Task: Predict the reactants needed to synthesize the given product. (1) Given the product [F:1][C:2]1[C:19]([C:20]2[CH:25]=[CH:24][CH:23]=[C:22]([F:26])[CH:21]=2)=[CH:18][C:17]([CH3:27])=[CH:16][C:3]=1[CH2:4][NH:6][C:7]1[C:8]([CH3:15])=[C:9]([OH:14])[CH:10]=[CH:11][C:12]=1[CH3:13], predict the reactants needed to synthesize it. The reactants are: [F:1][C:2]1[C:19]([C:20]2[CH:25]=[CH:24][CH:23]=[C:22]([F:26])[CH:21]=2)=[CH:18][C:17]([CH3:27])=[CH:16][C:3]=1[C:4]([NH:6][C:7]1[C:12]([CH3:13])=[CH:11][CH:10]=[C:9]([OH:14])[C:8]=1[CH3:15])=O. (2) Given the product [CH3:28][O:29][C:30](=[O:38])[C:31]1[CH:36]=[CH:35][C:34]([O:8][CH:5]2[CH2:6][CH2:7][N:2]([CH3:1])[CH2:3][CH2:4]2)=[CH:33][CH:32]=1, predict the reactants needed to synthesize it. The reactants are: [CH3:1][N:2]1[CH2:7][CH2:6][CH:5]([OH:8])[CH2:4][CH2:3]1.C1C=CC(P(C2C=CC=CC=2)C2C=CC=CC=2)=CC=1.[CH3:28][O:29][C:30](=[O:38])[C:31]1[CH:36]=[CH:35][C:34](O)=[CH:33][CH:32]=1.N(C(OCC)=O)=NC(OCC)=O. (3) The reactants are: [CH3:1][C:2]1[C:6]([C:7]2[O:8][C:9]3[CH:15]=[CH:14][C:13]([CH2:16][C:17]([O:19]C)=[O:18])=[CH:12][C:10]=3[N:11]=2)=[C:5]([CH3:21])[O:4][N:3]=1.[OH-].[Na+]. Given the product [CH3:1][C:2]1[C:6]([C:7]2[O:8][C:9]3[CH:15]=[CH:14][C:13]([CH2:16][C:17]([OH:19])=[O:18])=[CH:12][C:10]=3[N:11]=2)=[C:5]([CH3:21])[O:4][N:3]=1, predict the reactants needed to synthesize it. (4) Given the product [C:23]([C:20]1[NH:19][C:18](=[O:27])[C:17]2=[C:14]([CH2:15][CH3:16])[N:13]=[C:11]([CH:8]3[CH2:9][CH2:10][CH:5]([C:1]([CH3:4])([CH3:3])[CH3:2])[CH2:6][CH2:7]3)[N:22]2[N:21]=1)([CH3:26])([CH3:25])[CH3:24], predict the reactants needed to synthesize it. The reactants are: [C:1]([CH:5]1[CH2:10][CH2:9][CH:8]([C:11]([NH:13][CH:14]([C:17]2[C:18](=[O:27])[NH:19][C:20]([C:23]([CH3:26])([CH3:25])[CH3:24])=[N:21][N:22]=2)[CH2:15][CH3:16])=O)[CH2:7][CH2:6]1)([CH3:4])([CH3:3])[CH3:2].P(Cl)(Cl)(Cl)=O. (5) Given the product [Cl:1][C:2]1[CH:3]=[C:4]([F:19])[C:5]([CH2:8][C:9]([O:11][CH2:12][CH3:13])=[O:10])=[N:6][CH:7]=1, predict the reactants needed to synthesize it. The reactants are: [Cl:1][C:2]1[CH:3]=[C:4]([F:19])[C:5]([CH:8](C(OCC)=O)[C:9]([O:11][CH2:12][CH3:13])=[O:10])=[N:6][CH:7]=1.CS(C)=O.[Cl-].[Na+].